The task is: Predict the reactants needed to synthesize the given product.. This data is from Full USPTO retrosynthesis dataset with 1.9M reactions from patents (1976-2016). (1) Given the product [Cl:1][C:2]1[CH:7]=[CH:6][CH:5]=[CH:4][C:3]=1[C:8]1[CH:17]=[C:16]2[C:11]([CH:12]=[C:13]([NH:18][C:19]([CH:21]3[CH2:22][CH2:23]3)=[O:20])[N:14]=[CH:15]2)=[CH:10][N:9]=1, predict the reactants needed to synthesize it. The reactants are: [Cl:1][C:2]1[CH:7]=[CH:6][CH:5]=[CH:4][C:3]=1[C:8]1[N+:9]([O-])=[CH:10][C:11]2[C:16]([CH:17]=1)=[CH:15][N:14]=[C:13]([NH:18][C:19]([CH:21]1[CH2:23][CH2:22]1)=[O:20])[CH:12]=2.P(Cl)(Cl)Cl. (2) Given the product [CH3:23][S:24]([O:1][C@H:2]1[CH2:6][CH2:5][N:4]([C:7]([O:9][C:10]([CH3:13])([CH3:12])[CH3:11])=[O:8])[CH2:3]1)(=[O:26])=[O:25], predict the reactants needed to synthesize it. The reactants are: [OH:1][C@H:2]1[CH2:6][CH2:5][N:4]([C:7]([O:9][C:10]([CH3:13])([CH3:12])[CH3:11])=[O:8])[CH2:3]1.C(N(CC)C(C)C)(C)C.[CH3:23][S:24](Cl)(=[O:26])=[O:25]. (3) Given the product [CH:1]1([CH2:5][C:6]([N:29]2[CH2:28][CH2:27][C:26]3[C:31](=[CH:32][C:23]([C:21]4[CH:22]=[C:17]([N:14]5[CH2:13][CH2:12][N:11]([CH3:10])[CH2:16][CH2:15]5)[N:18]=[C:19]([NH2:33])[N:20]=4)=[CH:24][CH:25]=3)[CH2:30]2)=[O:8])[CH2:2][CH2:3][CH2:4]1, predict the reactants needed to synthesize it. The reactants are: [CH:1]1([CH2:5][C:6]([OH:8])=O)[CH2:4][CH2:3][CH2:2]1.Cl.[CH3:10][N:11]1[CH2:16][CH2:15][N:14]([C:17]2[CH:22]=[C:21]([C:23]3[CH:32]=[C:31]4[C:26]([CH2:27][CH2:28][NH:29][CH2:30]4)=[CH:25][CH:24]=3)[N:20]=[C:19]([NH2:33])[N:18]=2)[CH2:13][CH2:12]1. (4) Given the product [F:11][C:12]1[CH:17]=[CH:16][C:15]([C:2]2[CH:9]=[C:6]([CH:7]=[O:8])[C:5]([OH:10])=[CH:4][CH:3]=2)=[CH:14][CH:13]=1, predict the reactants needed to synthesize it. The reactants are: Br[C:2]1[CH:9]=[C:6]([CH:7]=[O:8])[C:5]([OH:10])=[CH:4][CH:3]=1.[F:11][C:12]1[CH:17]=[CH:16][C:15](B(O)O)=[CH:14][CH:13]=1.C([O-])([O-])=O.[K+].[K+]. (5) The reactants are: [NH2:1][CH2:2][CH2:3][NH:4][CH2:5][C:6]([OH:8])=[O:7].[OH-:9].[Na+].[C:11](=[O:27])([O-])[O:12][C:13]1[CH:18]=[CH:17][C:16]([N+]([O-])=O)=[CH:15][C:14]=1[C:22](C)(C)C.Cl.[O:29]1[CH2:34][CH2:33][O:32]C[CH2:30]1. Given the product [C:11]([NH:1][CH2:2][CH2:3][NH:4][CH2:5][C:6]([OH:8])=[O:7])([O:12][C:13]([CH3:14])([CH3:18])[CH3:30])=[O:27].[CH:16]1[CH:15]=[C:14]2[C:22]([C:33]([OH:32])([OH:7])[C:34](=[O:29])[C:13]2=[CH:18][CH:17]=1)=[O:9], predict the reactants needed to synthesize it.